Dataset: Full USPTO retrosynthesis dataset with 1.9M reactions from patents (1976-2016). Task: Predict the reactants needed to synthesize the given product. Given the product [OH:1][C:2]([CH3:33])([CH3:32])[C@@H:3]([NH:15][C:16]([N:18]1[CH2:23][C:22](=[O:24])[NH:21][C:20]2[CH:25]=[C:26]([CH3:31])[C:27]([O:29][CH3:30])=[N:28][C:19]1=2)=[O:17])[C:4]1[CH:9]=[CH:8][C:7]([O:10][C:11]([F:12])([F:14])[F:13])=[CH:6][CH:5]=1, predict the reactants needed to synthesize it. The reactants are: [OH:1][C:2]([CH3:33])([CH3:32])[CH:3]([NH:15][C:16]([N:18]1[CH2:23][C:22](=[O:24])[NH:21][C:20]2[CH:25]=[C:26]([CH3:31])[C:27]([O:29][CH3:30])=[N:28][C:19]1=2)=[O:17])[C:4]1[CH:9]=[CH:8][C:7]([O:10][C:11]([F:14])([F:13])[F:12])=[CH:6][CH:5]=1.